This data is from Forward reaction prediction with 1.9M reactions from USPTO patents (1976-2016). The task is: Predict the product of the given reaction. Given the reactants BrC1C=CC(C=O)=CC=1.C(C1C=CC=CN=1)(=O)C.[I-].BrC1N=C(C(=O)C[N+]2C=CC=CC=2)C=CC=1.Br[C:37]1[N:42]=[C:41]([C:43]2[CH:48]=[C:47]([C:49]3[CH:54]=[CH:53][C:52]([Br:55])=[CH:51][CH:50]=3)[CH:46]=[C:45]([C:56]3[CH:61]=[CH:60][CH:59]=[CH:58][N:57]=3)[N:44]=2)[CH:40]=[CH:39][CH:38]=1.[CH:62]1[C:74]2[C:73]3[CH:72]=[CH:71][CH:70]=[CH:69][C:68]=3[NH:67][C:66]=2[CH:65]=[CH:64][N:63]=1.C(=O)([O-])[O-].[K+].[K+], predict the reaction product. The product is: [Br:55][C:52]1[CH:53]=[CH:54][C:49]([C:47]2[CH:46]=[C:45]([C:56]3[CH:61]=[CH:60][CH:59]=[CH:58][N:57]=3)[N:44]=[C:43]([C:41]3[CH:40]=[CH:39][CH:38]=[C:37]([N:67]4[C:68]5[CH:69]=[CH:70][CH:71]=[CH:72][C:73]=5[C:74]5[CH:62]=[N:63][CH:64]=[CH:65][C:66]4=5)[N:42]=3)[CH:48]=2)=[CH:50][CH:51]=1.